This data is from Full USPTO retrosynthesis dataset with 1.9M reactions from patents (1976-2016). The task is: Predict the reactants needed to synthesize the given product. (1) Given the product [NH2:32][CH2:35][C:36]1([NH:1][C@@H:2]([C:26]2[CH:27]=[CH:28][CH:29]=[CH:30][CH:31]=2)[C:3]([N:5]([C:18]2[CH:23]=[CH:22][C:21]([CH3:24])=[C:20]([CH3:25])[CH:19]=2)[CH2:6][CH2:7][C:8]2[CH:9]=[N:10][C:11]([C:14]([F:17])([F:15])[F:16])=[CH:12][CH:13]=2)=[O:4])[CH2:39][O:38][CH2:37]1, predict the reactants needed to synthesize it. The reactants are: [NH2:1][C@@H:2]([C:26]1[CH:31]=[CH:30][CH:29]=[CH:28][CH:27]=1)[C:3]([N:5]([C:18]1[CH:23]=[CH:22][C:21]([CH3:24])=[C:20]([CH3:25])[CH:19]=1)[CH2:6][CH2:7][C:8]1[CH:9]=[N:10][C:11]([C:14]([F:17])([F:16])[F:15])=[CH:12][CH:13]=1)=[O:4].[N+:32]([CH:35]=[C:36]1[CH2:39][O:38][CH2:37]1)([O-])=O.CCN(CC)CC. (2) Given the product [CH3:1][NH:2][C:3]1[N:8]=[C:7]([CH2:9][CH2:10][O:11][C:12]2[CH:13]=[CH:14][C:15]([CH2:18][CH:19]([C:25]3[O:26][CH:27]=[CH:28][N:29]=3)[CH2:20][C:21]([OH:23])=[O:22])=[CH:16][CH:17]=2)[CH:6]=[CH:5][CH:4]=1, predict the reactants needed to synthesize it. The reactants are: [CH3:1][NH:2][C:3]1[N:8]=[C:7]([CH2:9][CH2:10][O:11][C:12]2[CH:17]=[CH:16][C:15]([CH2:18][CH:19]([C:25]3[O:26][CH:27]=[CH:28][N:29]=3)[CH2:20][C:21]([O:23]C)=[O:22])=[CH:14][CH:13]=2)[CH:6]=[CH:5][CH:4]=1.[Li+].[OH-]. (3) Given the product [F:1][C:2]1[CH:25]=[C:24]([S:26]([CH3:29])(=[O:27])=[O:28])[C:23]([F:30])=[CH:22][C:3]=1[CH2:4][N:5]1[CH2:6][CH2:7][N:8]([CH:9]2[CH2:14][CH2:13][N:12]([C:15]([O:17][C:18]([CH3:21])([CH3:20])[CH3:19])=[O:16])[CH2:11][CH2:10]2)[C:45]1=[O:46], predict the reactants needed to synthesize it. The reactants are: [F:1][C:2]1[CH:25]=[C:24]([S:26]([CH3:29])(=[O:28])=[O:27])[C:23]([F:30])=[CH:22][C:3]=1[CH2:4][NH:5][CH2:6][CH2:7][NH:8][CH:9]1[CH2:14][CH2:13][N:12]([C:15]([O:17][C:18]([CH3:21])([CH3:20])[CH3:19])=[O:16])[CH2:11][CH2:10]1.C(N(C(C)C)C(C)C)C.N1([C:45](N2C=CN=C2)=[O:46])C=CN=C1.